This data is from Full USPTO retrosynthesis dataset with 1.9M reactions from patents (1976-2016). The task is: Predict the reactants needed to synthesize the given product. (1) Given the product [CH2:1]([C:3]1[N:7]([C:8]2[N:16]=[C:15]3[C:11]([N:12]=[C:13]([CH2:18][N:38]4[CH2:37][CH2:36][C:35]5([O:30][CH2:31][C:32](=[O:41])[NH:33][CH2:34]5)[CH2:40][CH2:39]4)[N:14]3[CH3:17])=[C:10]([N:20]3[CH2:25][CH2:24][O:23][CH2:22][CH2:21]3)[N:9]=2)[C:6]2[CH:26]=[CH:27][CH:28]=[CH:29][C:5]=2[N:4]=1)[CH3:2], predict the reactants needed to synthesize it. The reactants are: [CH2:1]([C:3]1[N:7]([C:8]2[N:16]=[C:15]3[C:11]([N:12]=[C:13]([CH:18]=O)[N:14]3[CH3:17])=[C:10]([N:20]3[CH2:25][CH2:24][O:23][CH2:22][CH2:21]3)[N:9]=2)[C:6]2[CH:26]=[CH:27][CH:28]=[CH:29][C:5]=2[N:4]=1)[CH3:2].[O:30]1[C:35]2([CH2:40][CH2:39][NH:38][CH2:37][CH2:36]2)[CH2:34][NH:33][C:32](=[O:41])[CH2:31]1.C(O[BH-](OC(=O)C)OC(=O)C)(=O)C.[Na+]. (2) Given the product [Cl:26][C:25]1[C:24]([Cl:27])=[C:23]([CH3:28])[NH:22][C:21]=1[C:19]([NH:18][CH:15]1[CH2:14][CH2:13][N:12]([C:6]2[N:7]=[C:2]([S:29][CH2:30][CH2:31][OH:32])[N:3]=[C:4]([C:33]([OH:35])=[O:34])[CH:5]=2)[CH2:17][CH2:16]1)=[O:20], predict the reactants needed to synthesize it. The reactants are: Cl[C:2]1[NH:7][C:6]([N:12]2[CH2:17][CH2:16][CH:15]([NH:18][C:19]([C:21]3[NH:22][C:23]([CH3:28])=[C:24]([Cl:27])[C:25]=3[Cl:26])=[O:20])[CH2:14][CH2:13]2)(C(OC)=O)[CH:5]=[CH:4][N:3]=1.[SH:29][CH2:30][CH2:31][OH:32].[C:33](=O)([O-:35])[O-:34].[K+].[K+].